Dataset: Full USPTO retrosynthesis dataset with 1.9M reactions from patents (1976-2016). Task: Predict the reactants needed to synthesize the given product. (1) The reactants are: [S:1]1[CH2:5][CH2:4][N:3]([C:6]([N:8]2[CH2:13][CH:12]([C:14]3[CH:19]=[CH:18][C:17]([C:20]([F:23])([F:22])[F:21])=[CH:16][CH:15]=3)[CH2:11][CH:10]([C:24](O)=[O:25])[CH2:9]2)=[O:7])[CH2:2]1.O[N:28]=[C:29]([NH2:34])[CH2:30][CH2:31][O:32][CH3:33]. Given the product [CH3:33][O:32][CH2:31][CH2:30][C:29]1[N:34]=[C:24]([CH:10]2[CH2:11][CH:12]([C:14]3[CH:19]=[CH:18][C:17]([C:20]([F:22])([F:21])[F:23])=[CH:16][CH:15]=3)[CH2:13][N:8]([C:6]([N:3]3[CH2:4][CH2:5][S:1][CH2:2]3)=[O:7])[CH2:9]2)[O:25][N:28]=1, predict the reactants needed to synthesize it. (2) The reactants are: [F:1][C:2]1[CH:3]=[C:4]2[C:8](=[CH:9][CH:10]=1)[NH:7][C:6](=[O:11])[CH2:5]2.C[Si]([N-][Si](C)(C)C)(C)C.[Li+].[CH2:22]([N:24]([CH2:40][CH3:41])[CH2:25][CH2:26][NH:27][C:28]([C:30]1[N:35]=[C:34]2[CH2:36][O:37][C:38](=O)[C:33]2=[CH:32][CH:31]=1)=[O:29])[CH3:23].Cl. Given the product [CH2:40]([N:24]([CH2:22][CH3:23])[CH2:25][CH2:26][NH:27][C:28]([C:30]1[N:35]=[C:34]2[CH2:36][O:37][C:38](=[C:5]3[C:4]4[C:8](=[CH:9][CH:10]=[C:2]([F:1])[CH:3]=4)[NH:7][C:6]3=[O:11])[C:33]2=[CH:32][CH:31]=1)=[O:29])[CH3:41], predict the reactants needed to synthesize it. (3) Given the product [NH2:24][C:3]1[C:2]([F:1])=[C:11]([F:12])[C:10]2[O:13][CH2:14][C:15]3([CH2:16][CH2:17][CH2:18][CH2:19]3)[N:8]3[C:9]=2[C:4]=1[C:5](=[O:23])[C:6]([C:20]([NH2:22])=[O:21])=[CH:7]3, predict the reactants needed to synthesize it. The reactants are: [F:1][C:2]1[C:3]([N+:24]([O-])=O)=[C:4]2[C:9]3=[C:10]([O:13][CH2:14][C:15]4([CH2:19][CH2:18][CH2:17][CH2:16]4)[N:8]3[CH:7]=[C:6]([C:20]([NH2:22])=[O:21])[C:5]2=[O:23])[C:11]=1[F:12].S(S([O-])=O)([O-])=O.[Na+].[Na+].O. (4) Given the product [NH2:11][CH2:10][C:9]1[C:4]2[CH:3]=[CH:2][O:1][C:5]=2[CH:6]=[CH:7][CH:8]=1, predict the reactants needed to synthesize it. The reactants are: [O:1]1[C:5]2=[CH:6][CH:7]=[CH:8][C:9]([C:10]#[N:11])=[C:4]2[CH:3]=[CH:2]1.[H-].[Al+3].[Li+].[H-].[H-].[H-].